Regression/Classification. Given a drug SMILES string, predict its absorption, distribution, metabolism, or excretion properties. Task type varies by dataset: regression for continuous measurements (e.g., permeability, clearance, half-life) or binary classification for categorical outcomes (e.g., BBB penetration, CYP inhibition). Dataset: rlm. From a dataset of Rat liver microsome stability data. (1) The molecule is COc1cccc(N2CCN(c3ncc4c(n3)CCN(Cc3ccc(Br)cc3)C4)CC2)c1. The result is 1 (stable in rat liver microsomes). (2) The result is 1 (stable in rat liver microsomes). The compound is Cc1cc(SCc2sc(-c3ccc(C(F)(F)F)c(F)c3)nc2C)ccc1OCC(=O)O. (3) The result is 0 (unstable in rat liver microsomes). The molecule is C[C@H](NS(=O)(=O)c1ccc(-c2sc(C(=O)NCC(C)(C)O)nc2C(=O)N2CCC(F)(F)CC2)c(Cl)c1Cl)C(F)(F)F. (4) The drug is Fc1ccc(CNc2ncnc3onc(-c4ccc(F)cc4)c23)cc1. The result is 1 (stable in rat liver microsomes). (5) The compound is NC(=O)c1sc2nc3c(c(-c4cccs4)c2c1N)CCCC3. The result is 1 (stable in rat liver microsomes).